From a dataset of Full USPTO retrosynthesis dataset with 1.9M reactions from patents (1976-2016). Predict the reactants needed to synthesize the given product. (1) Given the product [C:1]([NH:5][CH2:6][C:7]1[CH:8]=[C:9]([NH:10][C:22]2[C:31]3[C:26](=[CH:27][C:28]([Cl:32])=[CH:29][CH:30]=3)[N:25]=[CH:24][CH:23]=2)[CH:11]=[CH:12][C:13]=1[N:14]1[CH2:19][CH2:18][N:17]([CH3:20])[CH2:16][CH2:15]1)([CH3:4])([CH3:3])[CH3:2], predict the reactants needed to synthesize it. The reactants are: [C:1]([NH:5][CH2:6][C:7]1[CH:8]=[C:9]([CH:11]=[CH:12][C:13]=1[N:14]1[CH2:19][CH2:18][N:17]([CH3:20])[CH2:16][CH2:15]1)[NH2:10])([CH3:4])([CH3:3])[CH3:2].Cl[C:22]1[C:31]2[C:26](=[CH:27][C:28]([Cl:32])=[CH:29][CH:30]=2)[N:25]=[CH:24][CH:23]=1.Cl. (2) Given the product [CH3:9][O:10][C:11]1[N:16]=[N:15][C:14]([C:17]2[N:1]([C:3]3[CH:4]=[N:5][CH:6]=[CH:7][CH:8]=3)[N:2]=[C:19]([C:20]([O:22][CH3:23])=[O:21])[CH:18]=2)=[CH:13][CH:12]=1, predict the reactants needed to synthesize it. The reactants are: [NH:1]([C:3]1[CH:4]=[N:5][CH:6]=[CH:7][CH:8]=1)[NH2:2].[CH3:9][O:10][C:11]1[N:16]=[N:15][C:14]([C:17](=O)[CH2:18][C:19](=O)[C:20]([O:22][CH3:23])=[O:21])=[CH:13][CH:12]=1.C(O)(=O)C.[OH-].[Na+]. (3) Given the product [ClH:44].[CH2:1]([O:8][CH2:9][CH2:10][O:11][C:12]([N:14]1[CH2:20][C@H:19]([NH2:21])[C:18](=[O:29])[N:17]([CH2:30][CH2:31][O:32][CH2:33][C:34]2[CH:39]=[CH:38][CH:37]=[CH:36][CH:35]=2)[C:16]2[CH:40]=[CH:41][CH:42]=[CH:43][C:15]1=2)=[O:13])[C:2]1[CH:7]=[CH:6][CH:5]=[CH:4][CH:3]=1, predict the reactants needed to synthesize it. The reactants are: [CH2:1]([O:8][CH2:9][CH2:10][O:11][C:12]([N:14]1[CH2:20][C@H:19]([NH:21]C(OC(C)(C)C)=O)[C:18](=[O:29])[N:17]([CH2:30][CH2:31][O:32][CH2:33][C:34]2[CH:39]=[CH:38][CH:37]=[CH:36][CH:35]=2)[C:16]2[CH:40]=[CH:41][CH:42]=[CH:43][C:15]1=2)=[O:13])[C:2]1[CH:7]=[CH:6][CH:5]=[CH:4][CH:3]=1.[ClH:44]. (4) Given the product [F:1][C:2]1([F:11])[CH2:7][CH2:6][CH:5]([CH2:8][NH2:10])[CH2:4][CH2:3]1, predict the reactants needed to synthesize it. The reactants are: [F:1][C:2]1([F:11])[CH2:7][CH2:6][CH:5]([C:8]([NH2:10])=O)[CH2:4][CH2:3]1.[Li+].[BH4-].